This data is from Catalyst prediction with 721,799 reactions and 888 catalyst types from USPTO. The task is: Predict which catalyst facilitates the given reaction. (1) Reactant: [Cl:1][C:2]1[N:3]=[C:4]([O:20][CH:21]2[CH2:24][CH2:23][CH2:22]2)[C:5]2[C:10](I)=[CH:9][N:8]([CH2:12][O:13][CH2:14][CH2:15][Si:16]([CH3:19])([CH3:18])[CH3:17])[C:6]=2[N:7]=1.[CH3:25][NH:26][C:27](=[O:43])[C:28]1[CH:33]=[CH:32][C:31](B2OC(C)(C)C(C)(C)O2)=[CH:30][CH:29]=1.O.O.O.P([O-])([O-])([O-])=O.[K+].[K+].[K+].O1CCOCC1. Product: [Cl:1][C:2]1[N:3]=[C:4]([O:20][CH:21]2[CH2:24][CH2:23][CH2:22]2)[C:5]2[C:10]([C:31]3[CH:32]=[CH:33][C:28]([C:27]([NH:26][CH3:25])=[O:43])=[CH:29][CH:30]=3)=[CH:9][N:8]([CH2:12][O:13][CH2:14][CH2:15][Si:16]([CH3:19])([CH3:18])[CH3:17])[C:6]=2[N:7]=1. The catalyst class is: 6. (2) Reactant: [Cl:1][C:2]1[C:7]2[N:8]([CH2:18][CH2:19][CH3:20])[C:9]([C:11]3[CH:12]=[N:13][C:14](Cl)=[N:15][CH:16]=3)=[N:10][C:6]=2[CH:5]=[CH:4][CH:3]=1.[NH2:21][C:22]1[CH:23]=[N:24][C:25]([CH3:28])=[CH:26][CH:27]=1.C1C=CC(P(C2C(C3C(P(C4C=CC=CC=4)C4C=CC=CC=4)=CC=C4C=3C=CC=C4)=C3C(C=CC=C3)=CC=2)C2C=CC=CC=2)=CC=1.C([O-])([O-])=O.[K+].[K+]. Product: [Cl:1][C:2]1[C:7]2[N:8]([CH2:18][CH2:19][CH3:20])[C:9]([C:11]3[CH:12]=[N:13][C:14]([NH:21][C:22]4[CH:23]=[N:24][C:25]([CH3:28])=[CH:26][CH:27]=4)=[N:15][CH:16]=3)=[N:10][C:6]=2[CH:5]=[CH:4][CH:3]=1. The catalyst class is: 222. (3) Reactant: [OH:1][C:2]1[CH:21]=[CH:20][CH:19]=[CH:18][C:3]=1[CH2:4][C:5]1[CH:10]=[CH:9][C:8](/[CH:11]=[CH:12]/[C:13]([O:15][CH2:16][CH3:17])=[O:14])=[CH:7][CH:6]=1.C(O[C@@H:26]1[O:43][C@H:42]([CH2:44][O:45][C:46](=[O:48])[CH3:47])[C@@H:37]([O:38][C:39](=[O:41])[CH3:40])[C@H:32]([O:33][C:34](=[O:36])[CH3:35])[C@H:27]1[O:28][C:29](=[O:31])[CH3:30])(=O)C. Product: [C:29]([O:28][C@@H:27]1[C@@H:32]([O:33][C:34](=[O:36])[CH3:35])[C@H:37]([O:38][C:39](=[O:41])[CH3:40])[C@@H:42]([CH2:44][O:45][C:46](=[O:48])[CH3:47])[O:43][C@H:26]1[O:1][C:2]1[CH:21]=[CH:20][CH:19]=[CH:18][C:3]=1[CH2:4][C:5]1[CH:6]=[CH:7][C:8](/[CH:11]=[CH:12]/[C:13]([O:15][CH2:16][CH3:17])=[O:14])=[CH:9][CH:10]=1)(=[O:31])[CH3:30]. The catalyst class is: 426. (4) Reactant: [NH2:1][C:2]1[S:14][C:5]2[CH2:6][N:7]([C:9]([O:11][CH2:12][CH3:13])=[O:10])[CH2:8][C:4]=2[C:3]=1[C:15]([O:17]CC)=O.C([O-])=O.[NH4+].[CH:24]([NH2:26])=O. Product: [O:17]=[C:15]1[NH:26][CH:24]=[N:1][C:2]2[S:14][C:5]3[CH2:6][N:7]([C:9]([O:11][CH2:12][CH3:13])=[O:10])[CH2:8][C:4]=3[C:3]1=2. The catalyst class is: 6. (5) Reactant: [C:1]([C:3]1[CH:8]=[CH:7][C:6]([C:9]2[O:10][C:11]3[CH:21]=[C:20]([N:22]([CH3:27])[S:23]([CH3:26])(=[O:25])=[O:24])[C:19](B4OC(C)(C)C(C)(C)O4)=[CH:18][C:12]=3[C:13]=2[C:14]([NH:16][CH3:17])=[O:15])=[CH:5][CH:4]=1)#[N:2].Cl[C:38]1[CH:39]=[CH:40][C:41]2[O:54][CH2:53][N:44]3[C:45]4[CH:46]=[CH:47][CH:48]=[C:49]([F:52])[C:50]=4[CH:51]=[C:43]3[C:42]=2[N:55]=1.CC(C1C=C(C(C)C)C(C2C=CC=CC=2P(C2CCCCC2)C2CCCCC2)=C(C(C)C)C=1)C. Product: [C:1]([C:3]1[CH:8]=[CH:7][C:6]([C:9]2[O:10][C:11]3[CH:21]=[C:20]([N:22]([CH3:27])[S:23]([CH3:26])(=[O:25])=[O:24])[C:19]([C:38]4[CH:39]=[CH:40][C:41]5[O:54][CH2:53][N:44]6[C:45]7[CH:46]=[CH:47][CH:48]=[C:49]([F:52])[C:50]=7[CH:51]=[C:43]6[C:42]=5[N:55]=4)=[CH:18][C:12]=3[C:13]=2[C:14]([NH:16][CH3:17])=[O:15])=[CH:5][CH:4]=1)#[N:2]. The catalyst class is: 333. (6) Reactant: Br[C:2]1[C:10]2[N:9]([CH3:11])[CH:8]=[CH:7][C:6]=2[C:5]([C:12]#[N:13])=[CH:4][CH:3]=1.C([O-])([O-])=O.[Cs+].[Cs+].Br[Zn][CH2:22][CH2:23][C:24]([O:26][CH2:27][CH3:28])=[O:25].O. Product: [C:12]([C:5]1[CH:4]=[CH:3][C:2]([CH2:22][CH2:23][C:24]([O:26][CH2:27][CH3:28])=[O:25])=[C:10]2[C:6]=1[CH:7]=[CH:8][N:9]2[CH3:11])#[N:13]. The catalyst class is: 443. (7) Reactant: [C:1]1([C:7]2[N:12]=[CH:11][C:10]([CH:13](O)[CH2:14][CH3:15])=[CH:9][CH:8]=2)[CH:6]=[CH:5][CH:4]=[CH:3][CH:2]=1.[CH:17]1[N:21]=[CH:20][N:19](C([N:19]2[CH:20]=[N:21][CH:17]=[CH:18]2)=O)[CH:18]=1. Product: [N:19]1([CH:13]([C:10]2[CH:9]=[CH:8][C:7]([C:1]3[CH:6]=[CH:5][CH:4]=[CH:3][CH:2]=3)=[N:12][CH:11]=2)[CH2:14][CH3:15])[CH:18]=[CH:17][N:21]=[CH:20]1. The catalyst class is: 37.